Dataset: Reaction yield outcomes from USPTO patents with 853,638 reactions. Task: Predict the reaction yield, written as a fraction of the theoretical maximum amount of product (1.0 means a 100% yield; for example, 0.34 means a 34% yield). (1) The reactants are [Cl:1][C:2]1[CH:7]=[CH:6][C:5]([C:8]2[N:9]([C:18]3[CH:23]=[CH:22][CH:21]=[CH:20][C:19]=3[Cl:24])[N:10]=[C:11]3[C:16](O)=[N:15][CH:14]=[N:13][C:12]=23)=[CH:4][CH:3]=1.C(N(CC)C1C=CC=CC=1)C.O=P(Cl)(Cl)[Cl:38]. The catalyst is ClCCCl. The product is [Cl:38][C:16]1[C:11]2[C:12](=[C:8]([C:5]3[CH:6]=[CH:7][C:2]([Cl:1])=[CH:3][CH:4]=3)[N:9]([C:18]3[CH:23]=[CH:22][CH:21]=[CH:20][C:19]=3[Cl:24])[N:10]=2)[N:13]=[CH:14][N:15]=1. The yield is 0.760. (2) The reactants are [CH2:1]([O:8][C:9]([N:11]1[CH2:16][CH2:15][CH:14]([C@H:17]2[CH2:19][C@@H:18]2[CH2:20][O:21][CH2:22][C:23]2[CH:28]=[CH:27][C:26]([CH2:29][C:30](O)=[O:31])=[CH:25][C:24]=2[F:33])[CH2:13][CH2:12]1)=[O:10])[C:2]1[CH:7]=[CH:6][CH:5]=[CH:4][CH:3]=1.[CH:35]1[CH:35]=[CH:36][C:37]2[N:42](O)N=[N:42][C:37]=2[CH:36]=1.O.CCN=C=NCCCN(C)C.Cl.N1CCC1. The catalyst is C(Cl)Cl.CCOC(C)=O. The product is [N:42]1([C:30](=[O:31])[CH2:29][C:26]2[CH:27]=[CH:28][C:23]([CH2:22][O:21][CH2:20][C@H:18]3[CH2:19][C@@H:17]3[CH:14]3[CH2:13][CH2:12][N:11]([C:9]([O:8][CH2:1][C:2]4[CH:3]=[CH:4][CH:5]=[CH:6][CH:7]=4)=[O:10])[CH2:16][CH2:15]3)=[C:24]([F:33])[CH:25]=2)[CH2:37][CH2:36][CH2:35]1. The yield is 0.640.